Predict the reactants needed to synthesize the given product. From a dataset of Full USPTO retrosynthesis dataset with 1.9M reactions from patents (1976-2016). (1) Given the product [C:19]([C:21]1[CH:22]=[C:23]([S:27]([NH:1][CH2:2][CH2:3][NH:4][C:5](=[O:11])[O:6][C:7]([CH3:8])([CH3:10])[CH3:9])(=[O:29])=[O:28])[CH:24]=[CH:25][CH:26]=1)#[N:20], predict the reactants needed to synthesize it. The reactants are: [NH2:1][CH2:2][CH2:3][NH:4][C:5](=[O:11])[O:6][C:7]([CH3:10])([CH3:9])[CH3:8].C(N(CC)CC)C.[C:19]([C:21]1[CH:22]=[C:23]([S:27](Cl)(=[O:29])=[O:28])[CH:24]=[CH:25][CH:26]=1)#[N:20]. (2) Given the product [F:1][C:2]1[CH:3]=[C:4]([CH:39]=[CH:40][CH:41]=1)[CH2:5][N:6]1[CH:10]=[C:9]([C:11]2[C:19]3[C:14](=[N:15][CH:16]=[C:17]([C:20]4[CH:21]=[C:22]([NH2:28])[C:23]([O:26][CH3:27])=[N:24][CH:25]=4)[CH:18]=3)[NH:13][CH:12]=2)[CH:8]=[N:7]1, predict the reactants needed to synthesize it. The reactants are: [F:1][C:2]1[CH:3]=[C:4]([CH:39]=[CH:40][CH:41]=1)[CH2:5][N:6]1[CH:10]=[C:9]([C:11]2[C:19]3[C:14](=[N:15][CH:16]=[C:17]([C:20]4[CH:21]=[C:22]([NH2:28])[C:23]([O:26][CH3:27])=[N:24][CH:25]=4)[CH:18]=3)[N:13](S(C3C=CC(C)=CC=3)(=O)=O)[CH:12]=2)[CH:8]=[N:7]1.[OH-].[Li+]. (3) Given the product [C:1]([S:5][C:6]1[C:14]2[C:9](=[CH:10][CH:11]=[C:12]([O:15][CH2:16][C:17]3[CH:22]=[CH:21][C:20]([CH3:23])=[CH:19][N:18]=3)[CH:13]=2)[N:8]([CH3:24])[C:7]=1[CH:25]([CH2:29][C:30]1[CH:31]=[CH:32][C:33]([C:36]2[CH:41]=[CH:40][C:39]([C:42]([F:43])([F:45])[F:44])=[CH:38][N:37]=2)=[CH:34][CH:35]=1)[C:26]#[N:28])([CH3:4])([CH3:2])[CH3:3], predict the reactants needed to synthesize it. The reactants are: [C:1]([S:5][C:6]1[C:14]2[C:9](=[CH:10][CH:11]=[C:12]([O:15][CH2:16][C:17]3[CH:22]=[CH:21][C:20]([CH3:23])=[CH:19][N:18]=3)[CH:13]=2)[N:8]([CH3:24])[C:7]=1[CH:25]([CH2:29][C:30]1[CH:35]=[CH:34][C:33]([C:36]2[CH:41]=[CH:40][C:39]([C:42]([F:45])([F:44])[F:43])=[CH:38][N:37]=2)=[CH:32][CH:31]=1)[C:26]([NH2:28])=O)([CH3:4])([CH3:3])[CH3:2].FC(F)(F)C(OC(=O)C(F)(F)F)=O.N1C=CC=CC=1. (4) Given the product [NH:8]1[CH2:13][CH2:12][CH:11]([NH:14][C:15]([NH:17][C:18]2[CH:19]=[CH:20][C:21]([F:24])=[CH:22][CH:23]=2)=[O:16])[CH2:10][CH2:9]1, predict the reactants needed to synthesize it. The reactants are: C([N:8]1[CH2:13][CH2:12][CH:11]([NH:14][C:15]([NH:17][C:18]2[CH:23]=[CH:22][C:21]([F:24])=[CH:20][CH:19]=2)=[O:16])[CH2:10][CH2:9]1)C1C=CC=CC=1.[H][H]. (5) Given the product [C:1]([C:5]1[O:6][C:7]2[C:13]([S:14]([N:35]3[CH2:36][CH2:37][CH:32]([N:26]4[CH2:31][CH2:30][CH2:29][CH2:28][CH2:27]4)[CH2:33][CH2:34]3)(=[O:16])=[O:15])=[C:12]([Cl:18])[CH:11]=[CH:10][C:8]=2[N:9]=1)([CH3:4])([CH3:3])[CH3:2], predict the reactants needed to synthesize it. The reactants are: [C:1]([C:5]1[O:6][C:7]2[C:13]([S:14](Cl)(=[O:16])=[O:15])=[C:12]([Cl:18])[CH:11]=[CH:10][C:8]=2[N:9]=1)([CH3:4])([CH3:3])[CH3:2].C(N(CC)CC)C.[N:26]1([CH:32]2[CH2:37][CH2:36][NH:35][CH2:34][CH2:33]2)[CH2:31][CH2:30][CH2:29][CH2:28][CH2:27]1.